From a dataset of Catalyst prediction with 721,799 reactions and 888 catalyst types from USPTO. Predict which catalyst facilitates the given reaction. (1) Reactant: Cl[C:2]1[CH:27]=[CH:26][C:5]([C:6]([NH:8][C:9]2[S:10][C:11]3[C:17]([N:18]4[CH2:23][CH2:22][O:21][CH2:20][CH2:19]4)=[CH:16][CH:15]=[C:14]([O:24][CH3:25])[C:12]=3[N:13]=2)=[O:7])=[CH:4][N:3]=1.[C:28]([N:31]1[CH2:36][CH2:35][NH:34][CH2:33][CH2:32]1)(=[O:30])[CH3:29].C(=O)([O-])[O-].[Cs+].[Cs+]. Product: [C:28]([N:31]1[CH2:36][CH2:35][N:34]([C:2]2[CH:27]=[CH:26][C:5]([C:6]([NH:8][C:9]3[S:10][C:11]4[C:17]([N:18]5[CH2:23][CH2:22][O:21][CH2:20][CH2:19]5)=[CH:16][CH:15]=[C:14]([O:24][CH3:25])[C:12]=4[N:13]=3)=[O:7])=[CH:4][N:3]=2)[CH2:33][CH2:32]1)(=[O:30])[CH3:29]. The catalyst class is: 37. (2) Reactant: Cl[C:2]1[CH:7]=[C:6]([Cl:8])[CH:5]=[CH:4][C:3]=1[CH:9]([F:12])[CH2:10][NH2:11].[Cl:13][C:14]1[CH:15]=[C:16]2[C:21](=[CH:22][C:23]=1[O:24][C:25]1[CH:33]=[CH:32][C:28]([C:29](O)=[O:30])=[CH:27][CH:26]=1)[O:20][CH2:19][CH2:18][CH:17]2[C:34]([O:36][CH2:37][CH3:38])=[O:35].N1C2C(=NC=CC=2)N(O)N=1.Cl.C(N=C=NCCCN(C)C)C. Product: [Cl:13][C:14]1[CH:15]=[C:16]2[C:21](=[CH:22][C:23]=1[O:24][C:25]1[CH:33]=[CH:32][C:28]([C:29](=[O:30])[NH:11][CH2:10][CH:9]([C:3]3[CH:4]=[CH:5][C:6]([Cl:8])=[CH:7][CH:2]=3)[F:12])=[CH:27][CH:26]=1)[O:20][CH2:19][CH2:18][CH:17]2[C:34]([O:36][CH2:37][CH3:38])=[O:35]. The catalyst class is: 31. (3) Reactant: [Cl:1][C:2]1[N:7]2[CH:8]=[CH:9][N:10]=[C:6]2[C:5]([O:11][CH2:12][C@@H:13]2[CH2:18][CH2:17][CH2:16][NH:15][CH2:14]2)=[N:4][C:3]=1[C:19]1[CH:26]=[CH:25][C:22]([C:23]#[N:24])=[CH:21][CH:20]=1.C=O.[C:29](O[BH-](OC(=O)C)OC(=O)C)(=O)C.[Na+]. Product: [Cl:1][C:2]1[N:7]2[CH:8]=[CH:9][N:10]=[C:6]2[C:5]([O:11][CH2:12][C@@H:13]2[CH2:18][CH2:17][CH2:16][N:15]([CH3:29])[CH2:14]2)=[N:4][C:3]=1[C:19]1[CH:20]=[CH:21][C:22]([C:23]#[N:24])=[CH:25][CH:26]=1. The catalyst class is: 2. (4) Reactant: C[O:2][C:3](=[O:31])[C:4]([C:7]1[CH:8]=[C:9]([C:21]2[CH:26]=[CH:25][C:24]([C:27]([F:30])([F:29])[F:28])=[CH:23][CH:22]=2)[CH:10]=[C:11]([O:13][CH2:14][C:15]2[CH:20]=[CH:19][CH:18]=[CH:17][CH:16]=2)[CH:12]=1)([CH3:6])[CH3:5].[OH-].[K+].C(O)(=O)CC(CC(O)=O)(C(O)=O)O. Product: [CH2:14]([O:13][C:11]1[CH:12]=[C:7]([C:4]([CH3:6])([CH3:5])[C:3]([OH:31])=[O:2])[CH:8]=[C:9]([C:21]2[CH:26]=[CH:25][C:24]([C:27]([F:29])([F:30])[F:28])=[CH:23][CH:22]=2)[CH:10]=1)[C:15]1[CH:16]=[CH:17][CH:18]=[CH:19][CH:20]=1. The catalyst class is: 87. (5) Product: [F:25][C:20]1[CH:21]=[CH:22][CH:23]=[CH:24][C:19]=1[CH2:18][S:17][C:13]1[N:14]=[C:15]2[C:10]([N:9]=[C:7]([NH:6][C:4](=[O:5])[O:3][CH2:1][CH3:2])[NH:16]2)=[C:11]([NH:26][C@H:27]([CH3:30])[CH2:28][OH:29])[N:12]=1. Reactant: [CH2:1]([O:3][C:4]([N:6]=[C:7]=S)=[O:5])[CH3:2].[NH2:9][C:10]1[C:11]([NH:26][C@H:27]([CH3:30])[CH2:28][OH:29])=[N:12][C:13]([S:17][CH2:18][C:19]2[CH:24]=[CH:23][CH:22]=[CH:21][C:20]=2[F:25])=[N:14][C:15]=1[NH2:16].C(N(CC)CC)C.C(N=C=NC(C)C)(C)C. The catalyst class is: 10. (6) Reactant: [Cl:1][C:2]1[C:3]([NH:8][C:9]([C:11]2[S:24][C:14]3[C:15]4[CH:23]=[CH:22][CH:21]=[CH:20][C:16]=4[O:17][CH2:18][CH2:19][C:13]=3[CH:12]=2)=[O:10])=[N:4][CH:5]=[CH:6][CH:7]=1.[CH3:25][Si](C)(C)N[Si](C)(C)C.Cl[Si](CCl)(C)C.COCCOCCOC.[F-].[Cs+]. The catalyst class is: 744. Product: [Cl:1][C:2]1[C:3]([N:8]([CH3:25])[C:9]([C:11]2[S:24][C:14]3[C:15]4[CH:23]=[CH:22][CH:21]=[CH:20][C:16]=4[O:17][CH2:18][CH2:19][C:13]=3[CH:12]=2)=[O:10])=[N:4][CH:5]=[CH:6][CH:7]=1. (7) Reactant: [Cl:1][C:2]1[CH:28]=[CH:27][C:5]([O:6][C:7]2[CH:26]=[CH:25][C:10]([O:11][CH2:12][C@@H:13]3[CH2:18][CH2:17][CH2:16][CH2:15][N:14]3[CH2:19][C:20]3[O:24][N:23]=[CH:22][N:21]=3)=[CH:9][CH:8]=2)=[CH:4][CH:3]=1.Cl. Product: [ClH:1].[Cl:1][C:2]1[CH:3]=[CH:4][C:5]([O:6][C:7]2[CH:26]=[CH:25][C:10]([O:11][CH2:12][C@@H:13]3[CH2:18][CH2:17][CH2:16][CH2:15][N:14]3[CH2:19][C:20]3[O:24][N:23]=[CH:22][N:21]=3)=[CH:9][CH:8]=2)=[CH:27][CH:28]=1. The catalyst class is: 27.